From a dataset of Peptide-MHC class I binding affinity with 185,985 pairs from IEDB/IMGT. Regression. Given a peptide amino acid sequence and an MHC pseudo amino acid sequence, predict their binding affinity value. This is MHC class I binding data. (1) The peptide sequence is KLVGIELPK. The MHC is HLA-B15:01 with pseudo-sequence HLA-B15:01. The binding affinity (normalized) is 0.0847. (2) The peptide sequence is CIPSRSKML. The MHC is HLA-A02:06 with pseudo-sequence HLA-A02:06. The binding affinity (normalized) is 0.0315. (3) The peptide sequence is KVMDFGIAR. The MHC is HLA-B08:01 with pseudo-sequence HLA-B08:01. The binding affinity (normalized) is 0.0847. (4) The peptide sequence is AMAETGCDA. The MHC is HLA-B58:01 with pseudo-sequence HLA-B58:01. The binding affinity (normalized) is 0.0847. (5) The peptide sequence is FVMPIFEQI. The MHC is HLA-B46:01 with pseudo-sequence HLA-B46:01. The binding affinity (normalized) is 0.0847. (6) The binding affinity (normalized) is 0. The MHC is Mamu-A11 with pseudo-sequence Mamu-A11. The peptide sequence is QMPRQTGGF. (7) The peptide sequence is YLARYSGSM. The MHC is HLA-C12:03 with pseudo-sequence HLA-C12:03. The binding affinity (normalized) is 0.473.